Task: Predict the reaction yield, written as a fraction of the theoretical maximum amount of product (1.0 means a 100% yield; for example, 0.34 means a 34% yield).. Dataset: Reaction yield outcomes from USPTO patents with 853,638 reactions The reactants are C([C:4]1[C:13]([N+:14]([O-:16])=[O:15])=[CH:12][CH:11]=[CH:10][C:5]=1[C:6]([O:8][CH3:9])=[O:7])(O)=O.C1(P(N=[N+]=[N-])(C2C=CC=CC=2)=[O:24])C=CC=CC=1.C([N:36]([CH2:39]C)CC)C.[C:41]([OH:45])([CH3:44])([CH3:43])[CH3:42]. The catalyst is CN(C)C=O. The product is [C:41]([O:45][C:39]([NH:36][C:4]1[C:13]([N+:14]([O-:16])=[O:15])=[CH:12][CH:11]=[CH:10][C:5]=1[C:6]([O:8][CH3:9])=[O:7])=[O:24])([CH3:44])([CH3:43])[CH3:42]. The yield is 0.867.